From a dataset of NCI-60 drug combinations with 297,098 pairs across 59 cell lines. Regression. Given two drug SMILES strings and cell line genomic features, predict the synergy score measuring deviation from expected non-interaction effect. (1) Drug 1: CNC(=O)C1=NC=CC(=C1)OC2=CC=C(C=C2)NC(=O)NC3=CC(=C(C=C3)Cl)C(F)(F)F. Drug 2: CC(C)NC(=O)C1=CC=C(C=C1)CNNC.Cl. Cell line: DU-145. Synergy scores: CSS=5.68, Synergy_ZIP=1.69, Synergy_Bliss=6.44, Synergy_Loewe=10.9, Synergy_HSA=1.38. (2) Drug 1: C1=CC(=CC=C1CCC2=CNC3=C2C(=O)NC(=N3)N)C(=O)NC(CCC(=O)O)C(=O)O. Drug 2: C1=NC2=C(N=C(N=C2N1C3C(C(C(O3)CO)O)F)Cl)N. Cell line: HT29. Synergy scores: CSS=54.1, Synergy_ZIP=-0.936, Synergy_Bliss=-1.67, Synergy_Loewe=1.15, Synergy_HSA=2.15.